From a dataset of Catalyst prediction with 721,799 reactions and 888 catalyst types from USPTO. Predict which catalyst facilitates the given reaction. (1) Reactant: [Br:1][C:2]1[CH:3]=[C:4]([CH2:8][NH2:9])[CH:5]=[CH:6][CH:7]=1.[CH3:10][C:11]([O:14][C:15](O[C:15]([O:14][C:11]([CH3:13])([CH3:12])[CH3:10])=[O:16])=[O:16])([CH3:13])[CH3:12]. Product: [Br:1][C:2]1[CH:3]=[C:4]([CH:5]=[CH:6][CH:7]=1)[CH2:8][NH:9][C:15](=[O:16])[O:14][C:11]([CH3:13])([CH3:12])[CH3:10]. The catalyst class is: 1. (2) Reactant: C[O:2][C:3]1[CH:8]=[CH:7][C:6]([NH:9][S:10]([C:13]2[S:17][C:16]3[CH:18]=[CH:19][C:20]([Cl:22])=[CH:21][C:15]=3[C:14]=2[CH3:23])(=[O:12])=[O:11])=[CH:5][C:4]=1[N:24]1[CH2:29][CH2:28][N:27]([CH3:30])[CH2:26][CH2:25]1. Product: [OH:2][C:3]1[CH:8]=[CH:7][C:6]([NH:9][S:10]([C:13]2[S:17][C:16]3[CH:18]=[CH:19][C:20]([Cl:22])=[CH:21][C:15]=3[C:14]=2[CH3:23])(=[O:12])=[O:11])=[CH:5][C:4]=1[N:24]1[CH2:29][CH2:28][N:27]([CH3:30])[CH2:26][CH2:25]1. The catalyst class is: 26.